Dataset: Retrosynthesis with 50K atom-mapped reactions and 10 reaction types from USPTO. Task: Predict the reactants needed to synthesize the given product. (1) Given the product O=[N+]([O-])c1ccc(N2CCC2)nc1, predict the reactants needed to synthesize it. The reactants are: C1CNC1.O=[N+]([O-])c1ccc(Cl)nc1. (2) Given the product O=C(O)[C@H](CC[C@H](Cc1ccc(F)cc1)C(=O)N[C@H]1CCCCN(c2ccccc2)C1=O)Cc1ccc(F)cc1, predict the reactants needed to synthesize it. The reactants are: N[C@H]1CCCCN(c2ccccc2)C1=O.O=C(O)[C@H](CC[C@H](Cc1ccc(F)cc1)C(=O)O)Cc1ccc(F)cc1. (3) Given the product Cc1cc2cccc(C(=O)NC3(C(=O)O)Cc4ccccc4C3)c2o1, predict the reactants needed to synthesize it. The reactants are: CCOC(=O)C1(NC(=O)c2cccc3cc(C)oc23)Cc2ccccc2C1. (4) Given the product O=C(Nc1ccc(C(O)(C(F)(F)F)C(F)(F)F)cc1)c1cccnc1NCc1ccnc2[nH]ccc12, predict the reactants needed to synthesize it. The reactants are: NCc1ccnc2[nH]ccc12.O=C(Nc1ccc(C(O)(C(F)(F)F)C(F)(F)F)cc1)c1cccnc1F. (5) Given the product COc1c(Cl)cc(F)cc1C(C)Nc1cc(F)ccc1S(C)(=O)=O, predict the reactants needed to synthesize it. The reactants are: COc1c(Cl)cc(F)cc1C(C)N.CS(=O)(=O)c1ccc(F)cc1F. (6) Given the product CCOC(=O)c1cnc(N2CC(C(=O)OC(C)(C)C)C2)c(Cl)c1N, predict the reactants needed to synthesize it. The reactants are: CC(C)(C)OC(=O)C1CNC1.CCOC(=O)c1cnc(Cl)c(Cl)c1N. (7) Given the product O=C(CCSCCC(F)(F)F)N(CC1CO1)c1cn(-c2cccnc2)nc1Cl, predict the reactants needed to synthesize it. The reactants are: BrCC1CO1.O=C(CCSCCC(F)(F)F)Nc1cn(-c2cccnc2)nc1Cl. (8) Given the product c1ccc(CNCCCSc2ccncc2)nc1, predict the reactants needed to synthesize it. The reactants are: NCc1ccccn1.OCCCSc1ccncc1.